This data is from Catalyst prediction with 721,799 reactions and 888 catalyst types from USPTO. The task is: Predict which catalyst facilitates the given reaction. (1) Reactant: [C:1]1([CH:11]=[CH:12][C:13]([OH:15])=[O:14])[C:10]2[C:5](=[CH:6][CH:7]=[CH:8][CH:9]=2)[CH:4]=[CH:3][CH:2]=1. Product: [C:1]1([CH2:11][CH2:12][C:13]([OH:15])=[O:14])[C:10]2[C:5](=[CH:6][CH:7]=[CH:8][CH:9]=2)[CH:4]=[CH:3][CH:2]=1. The catalyst class is: 304. (2) Reactant: [CH3:1][O:2][C:3]1[CH:13]=[CH:12][C:6]([C:7]([O:9][CH2:10][CH3:11])=[O:8])=[C:5]([CH3:14])[CH:4]=1.[Br:15]N1C(=O)CCC1=O.C(OOC(=O)C1C=CC=CC=1)(=O)C1C=CC=CC=1. Product: [Br:15][CH2:14][C:5]1[CH:4]=[C:3]([O:2][CH3:1])[CH:13]=[CH:12][C:6]=1[C:7]([O:9][CH2:10][CH3:11])=[O:8]. The catalyst class is: 53. (3) Reactant: [CH3:1][O:2][C:3]1[CH:4]=[CH:5][CH:6]=[C:7]2[C:12]=1[NH:11][C:10](=[O:13])[CH:9]=[C:8]2[CH3:14].[H-].[Na+].[CH3:17]I. Product: [CH3:1][O:2][C:3]1[CH:4]=[CH:5][CH:6]=[C:7]2[C:12]=1[N:11]([CH3:17])[C:10](=[O:13])[CH:9]=[C:8]2[CH3:14]. The catalyst class is: 3. (4) Reactant: [O:1]1[CH:5]=[CH:4][C:3]([C:6]2[S:7][C:8]3[CH2:9][C:10]4[C:16]([C:17]5[CH:22]=[CH:21][C:20]([O:23][CH3:24])=[CH:19][CH:18]=5)=[N:15][N:14](COCC[Si](C)(C)C)[C:11]=4[C:12]=3[CH:13]=2)=[CH:2]1.Cl. Product: [O:1]1[CH:5]=[CH:4][C:3]([C:6]2[S:7][C:8]3[CH2:9][C:10]4[C:16]([C:17]5[CH:22]=[CH:21][C:20]([O:23][CH3:24])=[CH:19][CH:18]=5)=[N:15][NH:14][C:11]=4[C:12]=3[CH:13]=2)=[CH:2]1. The catalyst class is: 5. (5) Reactant: [CH2:1]([N:3]1[C:7]([OH:8])=[CH:6][C:5]([C:9]2[CH:14]=[N:13][CH:12]=[CH:11][N:10]=2)=[N:4]1)[CH3:2].[H-].[Na+].[F:17][C:18]([F:37])([F:36])[S:19](N(C1C=CC=CC=1)[S:19]([C:18]([F:37])([F:36])[F:17])(=[O:21])=[O:20])(=[O:21])=[O:20]. Product: [CH2:1]([N:3]1[C:7]([O:8][S:19]([C:18]([F:37])([F:36])[F:17])(=[O:21])=[O:20])=[CH:6][C:5]([C:9]2[CH:14]=[N:13][CH:12]=[CH:11][N:10]=2)=[N:4]1)[CH3:2]. The catalyst class is: 3. (6) Reactant: Br[C:2]1[CH:19]=[CH:18][C:5]([O:6][CH2:7][CH2:8][N:9]([CH3:17])[C:10](=[O:16])[O:11][C:12]([CH3:15])([CH3:14])[CH3:13])=[C:4]([C:20]([F:23])([F:22])[F:21])[CH:3]=1.[B:24]1([B:24]2[O:28][C:27]([CH3:30])([CH3:29])[C:26]([CH3:32])([CH3:31])[O:25]2)[O:28][C:27]([CH3:30])([CH3:29])[C:26]([CH3:32])([CH3:31])[O:25]1.C([O-])(=O)C.[K+]. Product: [CH3:17][N:9]([CH2:8][CH2:7][O:6][C:5]1[CH:18]=[CH:19][C:2]([B:24]2[O:28][C:27]([CH3:30])([CH3:29])[C:26]([CH3:32])([CH3:31])[O:25]2)=[CH:3][C:4]=1[C:20]([F:23])([F:22])[F:21])[C:10](=[O:16])[O:11][C:12]([CH3:15])([CH3:14])[CH3:13]. The catalyst class is: 800. (7) Reactant: [C:1]([C:5]1[CH:6]=[C:7]2[C:11](=[CH:12][CH:13]=1)[C@H:10]([NH:14][C:15]([NH:17][C:18]1[CH:26]=[CH:25][CH:24]=[C:23]3[C:19]=1[CH:20]=[N:21][N:22]3[C:27]([O:29][CH2:30][P:31](=[O:34])([OH:33])[OH:32])=[O:28])=[O:16])[CH2:9][CH2:8]2)([CH3:4])([CH3:3])[CH3:2].[CH2:35]([N:37]([CH2:40][CH3:41])[CH2:38][CH3:39])[CH3:36]. Product: [CH2:35]([N:37]([CH2:40][CH3:41])[CH2:38][CH3:39])[CH3:36].[C:1]([C:5]1[CH:6]=[C:7]2[C:11](=[CH:12][CH:13]=1)[C@H:10]([NH:14][C:15]([NH:17][C:18]1[CH:26]=[CH:25][CH:24]=[C:23]3[C:19]=1[CH:20]=[N:21][N:22]3[C:27]([O:29][CH2:30][P:31](=[O:32])([OH:34])[OH:33])=[O:28])=[O:16])[CH2:9][CH2:8]2)([CH3:4])([CH3:2])[CH3:3]. The catalyst class is: 5.